This data is from Reaction yield outcomes from USPTO patents with 853,638 reactions. The task is: Predict the reaction yield, written as a fraction of the theoretical maximum amount of product (1.0 means a 100% yield; for example, 0.34 means a 34% yield). (1) The reactants are [CH2:1]([C:5]1[N:6]=[C:7]([CH3:27])[NH:8][C:9](=[O:26])[C:10]=1[CH2:11][C:12]1[CH:17]=[CH:16][C:15]([C:18]2[C:19]([C:24]#[N:25])=[CH:20][CH:21]=[CH:22][CH:23]=2)=[CH:14][CH:13]=1)[CH2:2][CH2:3][CH3:4].[H-].[Na+].CN(C)C=O.Br[CH2:36][CH:37]1[CH2:42][CH2:41][CH2:40][CH2:39][CH2:38]1. The catalyst is C(OCC)(=O)C. The product is [CH2:1]([C:5]1[N:6]=[C:7]([CH3:27])[N:8]([CH2:36][CH:37]2[CH2:42][CH2:41][CH2:40][CH2:39][CH2:38]2)[C:9](=[O:26])[C:10]=1[CH2:11][C:12]1[CH:17]=[CH:16][C:15]([C:18]2[C:19]([C:24]#[N:25])=[CH:20][CH:21]=[CH:22][CH:23]=2)=[CH:14][CH:13]=1)[CH2:2][CH2:3][CH3:4]. The yield is 0.300. (2) The reactants are [H-].[Na+].C(OP([CH2:11][C:12]([O:14][CH2:15][CH3:16])=[O:13])(OCC)=O)C.[CH:17]([C:19]1[CH:20]=[C:21]([CH:25]2[C:29]3[C:30]([CH3:44])=[C:31]([NH:36][C:37](=[O:43])[CH2:38][C:39]([CH3:42])([CH3:41])[CH3:40])[C:32]([CH3:35])=[C:33]([CH3:34])[C:28]=3[O:27][CH2:26]2)[CH:22]=[CH:23][CH:24]=1)=O.O. The catalyst is CN(C=O)C. The product is [CH3:40][C:39]([CH3:42])([CH3:41])[CH2:38][C:37]([NH:36][C:31]1[C:32]([CH3:35])=[C:33]([CH3:34])[C:28]2[O:27][CH2:26][CH:25]([C:21]3[CH:20]=[C:19](/[CH:17]=[CH:11]/[C:12]([O:14][CH2:15][CH3:16])=[O:13])[CH:24]=[CH:23][CH:22]=3)[C:29]=2[C:30]=1[CH3:44])=[O:43]. The yield is 0.930. (3) No catalyst specified. The yield is 0.190. The reactants are [Br:1][C:2]1[C:3](=[O:48])[N:4]([CH2:39][C:40]2[CH:45]=[CH:44][C:43]([O:46]C)=[CH:42][CH:41]=2)[C:5]([CH3:38])=[CH:6][C:7]=1[O:8][CH2:9][C:10]1[CH:37]=[CH:36][CH:35]=[CH:34][C:11]=1[CH2:12][NH:13][C:14]([NH:16][C:17]1[N:21]([C:22]2[CH:27]=[CH:26][CH:25]=[C:24](OC)[CH:23]=2)[N:20]=[C:19]([C:30]([CH3:33])([CH3:32])[CH3:31])[CH:18]=1)=[O:15].B(Br)(Br)Br.[CH2:53](Cl)Cl. The product is [Br:1][C:2]1[C:3](=[O:48])[N:4]([CH2:39][C:40]2[CH:41]=[CH:42][C:43]([OH:46])=[CH:44][CH:45]=2)[C:5]([CH3:38])=[CH:6][C:7]=1[O:8][CH2:9][C:10]1[CH:37]=[CH:36][CH:35]=[CH:34][C:11]=1[CH2:12][NH:13][C:14]([NH:16][C:17]1[N:21]([C:22]2[CH:23]=[CH:24][C:25]([CH3:53])=[CH:26][CH:27]=2)[N:20]=[C:19]([C:30]([CH3:32])([CH3:33])[CH3:31])[CH:18]=1)=[O:15]. (4) The reactants are N1CCCCC1.Br[C:8]1[S:9][CH:10]=[CH:11][CH:12]=1.[CH3:13][Si:14]([C:17]#[CH:18])([CH3:16])[CH3:15]. The catalyst is CCCCC.O.C1C=CC([P]([Pd]([P](C2C=CC=CC=2)(C2C=CC=CC=2)C2C=CC=CC=2)([P](C2C=CC=CC=2)(C2C=CC=CC=2)C2C=CC=CC=2)[P](C2C=CC=CC=2)(C2C=CC=CC=2)C2C=CC=CC=2)(C2C=CC=CC=2)C2C=CC=CC=2)=CC=1.[Cu]I.C1C=CC(P(C2C=CC=CC=2)C2C=CC=CC=2)=CC=1. The product is [S:9]1[CH:10]=[CH:11][CH:12]=[C:8]1[C:18]#[C:17][Si:14]([CH3:16])([CH3:15])[CH3:13]. The yield is 0.790. (5) The reactants are [C:1]([O:4]C(=O)C)(=O)[CH3:2].[F:8][C:9]1[CH:10]=[C:11]([CH:13]=[CH:14][C:15]=1[O:16][CH3:17])[NH2:12].[N+:18]([O-])([OH:20])=[O:19]. The catalyst is O. The product is [F:8][C:9]1[C:15]([O:16][CH3:17])=[CH:14][C:13]([N+:18]([O-:20])=[O:19])=[C:11]([NH:12][C:1](=[O:4])[CH3:2])[CH:10]=1. The yield is 0.710. (6) The product is [C:8]1([CH3:2])[CH:7]=[CH:6][CH:11]=[CH:10][C:9]=1[C:15]1[CH:21]=[CH:17][C:18]([CH:19]=[O:20])=[CH:14][N:13]=1. No catalyst specified. The yield is 0.910. The reactants are [Li][CH2:2]CCC.[CH3:6][CH2:7][CH2:8][CH2:9][CH2:10][CH3:11].C[N:13]([CH:15]=O)[CH3:14].[CH2:17]1[CH2:21][O:20][CH2:19][CH2:18]1. (7) The reactants are [CH:1]12[CH2:10][CH:5]3[CH2:6][CH:7]([CH2:9][CH:3]([CH2:4]3)[CH:2]1[N:11]1[C:14](=[O:15])[C:13]([CH3:17])([CH3:16])[NH:12]1)[CH2:8]2.CC(C)([O-])C.[Na+].Br[C:25]1[CH:30]=[CH:29][CH:28]=[CH:27][CH:26]=1.O. The catalyst is C1(C)C=CC=CC=1.C([O-])(=O)C.[Pd+2].C([O-])(=O)C.C(P(C(C)(C)C)C(C)(C)C)(C)(C)C. The product is [CH3:16][C:13]1([CH3:17])[N:12]([C:25]2[CH:30]=[CH:29][CH:28]=[CH:27][CH:26]=2)[N:11]([CH:2]2[CH:3]3[CH2:4][CH:5]4[CH2:6][CH:7]([CH2:8][CH:1]2[CH2:10]4)[CH2:9]3)[C:14]1=[O:15]. The yield is 0.644. (8) The reactants are FC(F)(F)S([O-])(=O)=O.[Mg+2].FC(F)(F)S([O-])(=O)=O.[O:18]1[CH2:20][C@H:19]1[C:21]([O:23][CH3:24])=[O:22].[Si:25]([O:32][CH2:33][C@@H:34]([OH:36])[CH3:35])([C:28]([CH3:31])([CH3:30])[CH3:29])([CH3:27])[CH3:26]. The catalyst is CCOC(C)=O. The product is [Si:25]([O:32][CH2:33][C@@H:34]([O:36][CH2:20][C@H:19]([OH:18])[C:21]([O:23][CH3:24])=[O:22])[CH3:35])([C:28]([CH3:31])([CH3:30])[CH3:29])([CH3:27])[CH3:26]. The yield is 0.378.